Dataset: Catalyst prediction with 721,799 reactions and 888 catalyst types from USPTO. Task: Predict which catalyst facilitates the given reaction. (1) Reactant: [Cl:1][C:2]1[CH:3]=[C:4]([C:12]2[O:16][N:15]=[C:14]([C:17](OCC)=[O:18])[CH:13]=2)[CH:5]=[CH:6][C:7]=1[O:8][CH:9]([CH3:11])[CH3:10].[H-].[Al+3].[Li+].[H-].[H-].[H-]. Product: [Cl:1][C:2]1[CH:3]=[C:4]([C:12]2[O:16][N:15]=[C:14]([CH2:17][OH:18])[CH:13]=2)[CH:5]=[CH:6][C:7]=1[O:8][CH:9]([CH3:11])[CH3:10]. The catalyst class is: 1. (2) Reactant: [Br:1][C:2]1[CH:3]=[C:4]2[C:8](=[CH:9][CH:10]=1)[CH:7](NC)[CH2:6][CH2:5]2.[CH2:13]([N:15](CC)CC)C.[C:20]([O:24]C(=O)CC)(=O)[CH2:21][CH3:22]. Product: [Br:1][C:2]1[CH:3]=[C:4]2[C:8](=[CH:9][CH:10]=1)[CH:7]([CH2:13][NH:15][C:20](=[O:24])[CH2:21][CH3:22])[CH2:6][CH2:5]2. The catalyst class is: 1.